From a dataset of Forward reaction prediction with 1.9M reactions from USPTO patents (1976-2016). Predict the product of the given reaction. (1) Given the reactants [CH3:1][S:2]([O:5][C:6]1[CH:11]=[C:10]([C:12]2[C:20]3[C:19]([NH:21][C@H:22]([C:24]4[N:29]([C:30]5[CH:35]=[CH:34][CH:33]=[CH:32][CH:31]=5)[C:28](=[O:36])[C:27]5=[C:37]([CH3:40])[CH:38]=[CH:39][N:26]5[N:25]=4)[CH3:23])=[N:18][CH:17]=[N:16][C:15]=3[N:14](COCC[Si](C)(C)C)[CH:13]=2)[CH:9]=[C:8]([NH:49][S:50]([CH3:53])(=[O:52])=[O:51])[CH:7]=1)(=[O:4])=[O:3].FC(F)(F)C(O)=O.N, predict the reaction product. The product is: [CH3:1][S:2]([O:5][C:6]1[CH:7]=[C:8]([NH:49][S:50]([CH3:53])(=[O:51])=[O:52])[CH:9]=[C:10]([C:12]2[C:20]3[C:19]([NH:21][C@H:22]([C:24]4[N:29]([C:30]5[CH:35]=[CH:34][CH:33]=[CH:32][CH:31]=5)[C:28](=[O:36])[C:27]5=[C:37]([CH3:40])[CH:38]=[CH:39][N:26]5[N:25]=4)[CH3:23])=[N:18][CH:17]=[N:16][C:15]=3[NH:14][CH:13]=2)[CH:11]=1)(=[O:3])=[O:4]. (2) The product is: [ClH:2].[Cl:2][C:3]1[CH:4]=[C:5]([O:10][CH:11]2[CH2:16][N:15]([CH2:21][CH2:22][OH:23])[CH2:14][C:13]3[O:17][CH:18]=[CH:19][C:12]2=3)[CH:6]=[CH:7][C:8]=1[Cl:9]. Given the reactants Cl.[Cl:2][C:3]1[CH:4]=[C:5]([O:10][CH:11]2[CH2:16][NH:15][CH2:14][C:13]3[O:17][CH:18]=[CH:19][C:12]2=3)[CH:6]=[CH:7][C:8]=1[Cl:9].I[CH2:21][CH2:22][OH:23].C(OCC)(=O)C.C(OC(=O)C)C.Cl, predict the reaction product. (3) Given the reactants [CH3:1][O:2][C:3]([CH:5]1[CH2:10][CH2:9][N:8]([C:11]([O:13][C:14]([CH3:17])([CH3:16])[CH3:15])=[O:12])[CH2:7][CH2:6]1)=[O:4].[Li+].CC([N-]C(C)C)C.Br[CH2:27][C:28]([CH3:30])=[CH2:29], predict the reaction product. The product is: [CH3:29][C:28](=[CH2:27])[CH2:30][C:5]1([C:3]([O:2][CH3:1])=[O:4])[CH2:6][CH2:7][N:8]([C:11]([O:13][C:14]([CH3:17])([CH3:16])[CH3:15])=[O:12])[CH2:9][CH2:10]1. (4) Given the reactants [Cl:1][C:2]1[CH:8]=[CH:7][C:6]([N+:9]([O-:11])=[O:10])=[CH:5][C:3]=1[NH2:4].[Cl:12][C:13]1[CH:14]=[C:15]([CH:19]=[CH:20][CH:21]=1)[C:16](Cl)=[O:17], predict the reaction product. The product is: [Cl:12][C:13]1[CH:14]=[C:15]([CH:19]=[CH:20][CH:21]=1)[C:16]([NH:4][C:3]1[CH:5]=[C:6]([N+:9]([O-:11])=[O:10])[CH:7]=[CH:8][C:2]=1[Cl:1])=[O:17]. (5) Given the reactants [CH2:1]([O:3][CH2:4][CH2:5][N:6]1[C:10]([C:11]([NH2:13])=[O:12])=[C:9]([N+:14]([O-])=O)[C:8]([CH2:17][CH3:18])=[N:7]1)[CH3:2].[H][H], predict the reaction product. The product is: [NH2:14][C:9]1[C:8]([CH2:17][CH3:18])=[N:7][N:6]([CH2:5][CH2:4][O:3][CH2:1][CH3:2])[C:10]=1[C:11]([NH2:13])=[O:12]. (6) Given the reactants C(OC([N:8]1[CH2:13][CH2:12][CH:11]([N:14]2[CH2:17][CH2:16][CH2:15]2)[CH2:10][CH2:9]1)=O)(C)(C)C.C(O)(C(F)(F)F)=O.C(Cl)Cl, predict the reaction product. The product is: [N:14]1([CH:11]2[CH2:12][CH2:13][NH:8][CH2:9][CH2:10]2)[CH2:17][CH2:16][CH2:15]1. (7) The product is: [Cl:1][C:2]1[CH:7]=[CH:6][C:5]([CH:8]2[CH2:10][CH:9]2[C:15]2[CH:20]=[CH:19][N:18]([C:21]3[CH:22]=[CH:23][C:24]4[N:28]=[C:27]([CH:29]5[CH2:31][CH2:30]5)[N:26]([CH3:32])[C:25]=4[CH:33]=3)[C:17](=[O:34])[CH:16]=2)=[CH:4][CH:3]=1. Given the reactants [Cl:1][C:2]1[CH:7]=[CH:6][C:5]([CH:8]2[CH:10]([Si](C)(C)C)[CH:9]2[C:15]2[CH:20]=[CH:19][N:18]([C:21]3[CH:22]=[CH:23][C:24]4[N:28]=[C:27]([CH:29]5[CH2:31][CH2:30]5)[N:26]([CH3:32])[C:25]=4[CH:33]=3)[C:17](=[O:34])[CH:16]=2)=[CH:4][CH:3]=1.CCCC[N+](CCCC)(CCCC)CCCC.[F-], predict the reaction product. (8) Given the reactants [C:1]([O:5][C:6](=[O:25])[N:7]([CH2:15][CH2:16][C:17]1[CH:22]=[CH:21][C:20]([CH:23]=O)=[CH:19][CH:18]=1)[CH2:8][CH2:9][CH2:10][CH2:11][CH2:12][CH2:13][CH3:14])([CH3:4])([CH3:3])[CH3:2].Cl[CH2:27][C:28]([O:30][CH2:31][CH3:32])=[O:29].[H-].[Na+].C([O-])=[O:36].[NH4+], predict the reaction product. The product is: [CH2:31]([O:30][C:28](=[O:29])[CH:27]([OH:36])[CH2:23][C:20]1[CH:21]=[CH:22][C:17]([CH2:16][CH2:15][N:7]([C:6]([O:5][C:1]([CH3:4])([CH3:3])[CH3:2])=[O:25])[CH2:8][CH2:9][CH2:10][CH2:11][CH2:12][CH2:13][CH3:14])=[CH:18][CH:19]=1)[CH3:32]. (9) Given the reactants C([O:5][CH2:6][CH2:7][O:8][NH:9][C:10]([C:12]1[C:13]([NH:23][C:24]2[CH:29]=[CH:28][C:27]([I:30])=[CH:26][C:25]=2[F:31])=[C:14]([F:22])[C:15](=[O:21])[N:16]2[C:20]=1[CH2:19][CH2:18][CH2:17]2)=[O:11])(C)(C)C, predict the reaction product. The product is: [F:22][C:14]1[C:15](=[O:21])[N:16]2[C:20](=[C:12]([C:10]([NH:9][O:8][CH2:7][CH2:6][OH:5])=[O:11])[C:13]=1[NH:23][C:24]1[CH:29]=[CH:28][C:27]([I:30])=[CH:26][C:25]=1[F:31])[CH2:19][CH2:18][CH2:17]2.